From a dataset of Reaction yield outcomes from USPTO patents with 853,638 reactions. Predict the reaction yield, written as a fraction of the theoretical maximum amount of product (1.0 means a 100% yield; for example, 0.34 means a 34% yield). (1) The reactants are [C:1]([O:5][C:6]([N:8]1[CH2:13][CH2:12][CH:11]([C:14]2[CH:19]=[CH:18][C:17]([NH2:20])=[CH:16][N:15]=2)[CH2:10][CH2:9]1)=[O:7])([CH3:4])([CH3:3])[CH3:2].[Br:21]N1C(=O)CCC1=O. The catalyst is C(Cl)Cl. The product is [C:1]([O:5][C:6]([N:8]1[CH2:9][CH2:10][CH:11]([C:14]2[CH:19]=[CH:18][C:17]([NH2:20])=[C:16]([Br:21])[N:15]=2)[CH2:12][CH2:13]1)=[O:7])([CH3:4])([CH3:2])[CH3:3]. The yield is 0.740. (2) The reactants are [OH:1][C:2]1[C:12]([CH2:13][CH2:14][CH3:15])=[CH:11][C:5]([C:6]([O:8][CH2:9][CH3:10])=[O:7])=[CH:4][C:3]=1[N+:16]([O-:18])=[O:17].[CH3:19][C:20]([Si:23](Cl)([CH3:25])[CH3:24])([CH3:22])[CH3:21].N1C=CN=C1. The catalyst is CN(C=O)C. The product is [Si:23]([O:1][C:2]1[C:12]([CH2:13][CH2:14][CH3:15])=[CH:11][C:5]([C:6]([O:8][CH2:9][CH3:10])=[O:7])=[CH:4][C:3]=1[N+:16]([O-:18])=[O:17])([C:20]([CH3:22])([CH3:21])[CH3:19])([CH3:25])[CH3:24]. The yield is 0.860. (3) The reactants are [CH3:1][O:2][C:3](=[O:14])[C:4]1[CH:9]=[CH:8][C:7]([C:10]#[N:11])=[CH:6][C:5]=1[O:12][CH3:13]. The catalyst is CO.O.[Ni]. The product is [CH3:1][O:2][C:3](=[O:14])[C:4]1[CH:9]=[CH:8][C:7]([CH2:10][NH2:11])=[CH:6][C:5]=1[O:12][CH3:13]. The yield is 0.347. (4) The reactants are [H-].[Na+].[Br:3][C:4]1[CH:5]=[CH:6][C:7]2[NH:8][C:9]3[C:14]([C:15]=2[CH:16]=1)=[CH:13][C:12]([Br:17])=[CH:11][CH:10]=3.[Br:18][CH2:19][CH2:20][CH2:21][CH2:22]Br. The catalyst is CN(C=O)C. The product is [Br:17][C:12]1[CH:11]=[CH:10][C:9]2[N:8]([CH:19]([Br:18])[CH2:20][CH2:21][CH3:22])[C:7]3[C:15]([C:14]=2[CH:13]=1)=[CH:16][C:4]([Br:3])=[CH:5][CH:6]=3. The yield is 0.650. (5) The product is [CH3:1][S:2][CH2:3][CH2:4][O:5][CH2:9][C:10]([OH:12])=[O:11]. The yield is 0.690. The reactants are [CH3:1][S:2][CH2:3][CH2:4][OH:5].[H-].[Na+].Cl[CH2:9][C:10]([OH:12])=[O:11].Cl.[Cl-].[Na+]. The catalyst is O1CCCC1. (6) The reactants are [C:1]([NH:5][C:6]1[C:7]([NH2:21])=[CH:8][C:9](B2OC(C)(C)C(C)(C)O2)=[CH:10][CH:11]=1)([CH3:4])([CH3:3])[CH3:2].Br[C:23]1[CH:24]=[C:25]2[CH2:31][CH2:30][NH:29][C:26]2=[N:27][CH:28]=1.C([O-])([O-])=O.[K+].[K+]. The catalyst is CN(C=O)C.O. The product is [C:1]([NH:5][C:6]1[C:7]([NH2:21])=[CH:8][C:9]([C:23]2[CH:24]=[C:25]3[CH2:31][CH2:30][NH:29][C:26]3=[N:27][CH:28]=2)=[CH:10][CH:11]=1)([CH3:2])([CH3:3])[CH3:4]. The yield is 0.280.